This data is from Full USPTO retrosynthesis dataset with 1.9M reactions from patents (1976-2016). The task is: Predict the reactants needed to synthesize the given product. (1) The reactants are: [OH:1][C:2]1[CH:9]=[C:8]([OH:10])[CH:7]=[CH:6][C:3]=1[CH:4]=O.[C:11](OCC)(=[O:16])[CH2:12][C:13]([CH3:15])=[O:14].N1CCCCC1.C(O)(=O)C. Given the product [C:13]([C:12]1[C:11](=[O:16])[O:1][C:2]2[C:3]([CH:4]=1)=[CH:6][CH:7]=[C:8]([OH:10])[CH:9]=2)(=[O:14])[CH3:15], predict the reactants needed to synthesize it. (2) Given the product [CH2:35]([O:42][C:43]1[N:44]=[N:45][C:46]([C:57]#[C:58][C:60]2[CH:61]=[CH:62][C:63]([O:66][C:67]([F:68])([F:69])[F:70])=[CH:64][CH:65]=2)=[CH:47][C:48]=1[O:49][CH2:50][C:51]1[CH:56]=[CH:55][CH:54]=[CH:53][CH:52]=1)[C:36]1[CH:37]=[CH:38][CH:39]=[CH:40][CH:41]=1, predict the reactants needed to synthesize it. The reactants are: C(OC1N=NC(C#CC2C=CC(C(F)(F)F)=CN=2)=CC=1OCC1C=CC=CC=1)C1C=CC=CC=1.[CH2:35]([O:42][C:43]1[N:44]=[N:45][C:46]([C:57]#[CH:58])=[CH:47][C:48]=1[O:49][CH2:50][C:51]1[CH:56]=[CH:55][CH:54]=[CH:53][CH:52]=1)[C:36]1[CH:41]=[CH:40][CH:39]=[CH:38][CH:37]=1.I[C:60]1[CH:65]=[CH:64][C:63]([O:66][C:67]([F:70])([F:69])[F:68])=[CH:62][CH:61]=1. (3) Given the product [Cl:8][C:9]1[CH:17]=[C:16]2[C:12]([C:13]([C:25](=[O:26])[CH:33]([NH:32][C:31]3[CH:40]=[CH:41][CH:42]=[C:29]([O:28][CH3:27])[CH:30]=3)[C:34]3[CH:38]=[C:37]([CH3:39])[O:36][N:35]=3)=[CH:14][NH:15]2)=[CH:11][CH:10]=1, predict the reactants needed to synthesize it. The reactants are: C(N(CC)CC)C.[Cl:8][C:9]1[CH:17]=[C:16]2[C:12]([C:13]([CH:25]=[O:26])=[CH:14][N:15]2C(OC(C)(C)C)=O)=[CH:11][CH:10]=1.[CH3:27][O:28][C:29]1[CH:30]=[C:31]([CH:40]=[CH:41][CH:42]=1)[N:32]=[CH:33][C:34]1[CH:38]=[C:37]([CH3:39])[O:36][N:35]=1.